The task is: Regression. Given a peptide amino acid sequence and an MHC pseudo amino acid sequence, predict their binding affinity value. This is MHC class I binding data.. This data is from Peptide-MHC class I binding affinity with 185,985 pairs from IEDB/IMGT. The peptide sequence is MMAMKYPITA. The MHC is HLA-A02:01 with pseudo-sequence HLA-A02:01. The binding affinity (normalized) is 0.724.